From a dataset of Reaction yield outcomes from USPTO patents with 853,638 reactions. Predict the reaction yield, written as a fraction of the theoretical maximum amount of product (1.0 means a 100% yield; for example, 0.34 means a 34% yield). (1) The reactants are N1[CH:6]=[CH:5][C:4]2[C:7]([O:9][C:10](=[O:11])[C:3]=2[CH:2]=1)=O.[NH2:12][CH:13]1[CH2:19][CH2:18][C:17](=[O:20])[NH:16][C:14]1=[O:15].[CH2:21](N(CC)CC)C. No catalyst specified. The product is [C:10]([C:13]1([NH2:12])[CH2:19][CH2:18][C:17](=[O:20])[NH:16][C:14]1=[O:15])([O:9][CH2:7][C:4]1[CH:5]=[CH:6][CH:21]=[CH:2][CH:3]=1)=[O:11]. The yield is 0.170. (2) The reactants are [Cl-].O[NH3+:3].[C:4](=[O:7])([O-])[OH:5].[Na+].CS(C)=O.[CH2:13]([C:17]1[N:22]2[N:23]=[CH:24][N:25]=[C:21]2[N:20]([C:26]2[CH:31]=[CH:30][C:29]([O:32][CH:33]([CH3:35])[CH3:34])=[C:28]([F:36])[CH:27]=2)[C:19](=[O:37])[C:18]=1[CH2:38][C:39]1[CH:44]=[CH:43][C:42]([C:45]2[C:46]([C:51]#[N:52])=[CH:47][CH:48]=[CH:49][CH:50]=2)=[CH:41][CH:40]=1)[CH2:14][CH2:15][CH3:16]. The catalyst is C(OCC)(=O)C. The product is [CH2:13]([C:17]1[N:22]2[N:23]=[CH:24][N:25]=[C:21]2[N:20]([C:26]2[CH:31]=[CH:30][C:29]([O:32][CH:33]([CH3:34])[CH3:35])=[C:28]([F:36])[CH:27]=2)[C:19](=[O:37])[C:18]=1[CH2:38][C:39]1[CH:40]=[CH:41][C:42]([C:45]2[CH:50]=[CH:49][CH:48]=[CH:47][C:46]=2[C:51]2[NH:3][C:4](=[O:7])[O:5][N:52]=2)=[CH:43][CH:44]=1)[CH2:14][CH2:15][CH3:16]. The yield is 0.490. (3) The reactants are Br[CH2:2][C:3]([C:5]1[CH:14]=[CH:13][CH:12]=[C:11]2[C:6]=1[N:7]=[C:8]([NH:16][C:17]([CH3:20])([CH3:19])[CH3:18])[C:9]([CH3:15])=[N:10]2)=[O:4].[C:21]([O:25][C:26]([NH:28][C:29]([CH3:39])([CH3:38])[C:30](=[O:37])[CH2:31][C:32]([O:34][CH2:35][CH3:36])=[O:33])=[O:27])([CH3:24])([CH3:23])[CH3:22].C([O-])([O-])=O.[K+].[K+].C([O-])(O)=O.[Na+]. The catalyst is CN(C=O)C. The product is [C:21]([O:25][C:26]([NH:28][C:29]([CH3:38])([CH3:39])[C:30](=[O:37])[CH:31]([CH2:2][C:3]([C:5]1[CH:14]=[CH:13][CH:12]=[C:11]2[C:6]=1[N:7]=[C:8]([NH:16][C:17]([CH3:20])([CH3:19])[CH3:18])[C:9]([CH3:15])=[N:10]2)=[O:4])[C:32]([O:34][CH2:35][CH3:36])=[O:33])=[O:27])([CH3:23])([CH3:24])[CH3:22]. The yield is 0.320. (4) The catalyst is CC(C)=O.CCCCCCC.C(OCC)(=O)C. The reactants are [Cl:1][C:2]1[CH:11]=[CH:10][C:9]2[C:4](=[CH:5][CH:6]=[CH:7][C:8]=2[OH:12])[N:3]=1.C(=O)([O-])[O-].[K+].[K+].Br[CH:20]([O:23][CH:24](CC)Br)[CH2:21]C.O. The product is [Cl:1][C:2]1[CH:11]=[CH:10][C:9]2[C:4](=[CH:5][CH:6]=[CH:7][C:8]=2[O:12][CH2:21][CH2:20][O:23][CH3:24])[N:3]=1. The yield is 0.300. (5) The reactants are [H-].[Na+].[CH:3]1([C:9]2[CH:14]=[CH:13][C:12]([C:15]3[NH:19][CH:18]=[C:17]([CH:20]=[O:21])[CH:16]=3)=[CH:11][CH:10]=2)[CH2:8][CH2:7][CH2:6][CH2:5][CH2:4]1.[N:22]1[CH:27]=[CH:26][CH:25]=[C:24]([S:28](Cl)(=[O:30])=[O:29])[CH:23]=1. The catalyst is O1CCCC1. The product is [CH:3]1([C:9]2[CH:14]=[CH:13][C:12]([C:15]3[N:19]([S:28]([C:24]4[CH:23]=[N:22][CH:27]=[CH:26][CH:25]=4)(=[O:30])=[O:29])[CH:18]=[C:17]([CH:20]=[O:21])[CH:16]=3)=[CH:11][CH:10]=2)[CH2:4][CH2:5][CH2:6][CH2:7][CH2:8]1. The yield is 0.970. (6) The reactants are [CH3:1][O:2][C:3]([C:5]1[C:10]([Cl:11])=[C:9]([NH:12][CH2:13][C:14]2[O:15][CH:16]=[CH:17][CH:18]=2)[CH:8]=[C:7]([Cl:19])[N:6]=1)=[O:4].[CH:20]1(B(O)O)[CH2:22][CH2:21]1.P([O-])([O-])([O-])=O.[K+].[K+].[K+].F[B-](F)(F)F.C1(P([CH:52]2[CH2:57][CH2:56]CCC2)C2CCCCC2)CCCCC1. The catalyst is C([O-])(=O)C.[Pd+2].C([O-])(=O)C.O.C1(C)C=CC=CC=1. The product is [CH3:1][O:2][C:3]([C:5]1[C:10]([Cl:11])=[C:9]([NH:12][CH2:13][C:14]2[O:15][CH:16]=[CH:17][CH:18]=2)[CH:8]=[C:7]([CH:20]2[CH2:22][CH2:21]2)[N:6]=1)=[O:4].[CH3:1][O:2][C:3]([C:5]1[C:10]([CH:56]2[CH2:57][CH2:52]2)=[C:9]([NH:12][CH2:13][C:14]2[O:15][CH:16]=[CH:17][CH:18]=2)[CH:8]=[C:7]([Cl:19])[N:6]=1)=[O:4]. The yield is 0.230. (7) The reactants are [F:1][C:2]1[CH:17]=[CH:16][C:5]([CH2:6][O:7][CH2:8][CH2:9][CH2:10][CH2:11][CH2:12][C:13]([OH:15])=O)=[CH:4][C:3]=1[CH3:18].C(N(CC)CC)C.C(Cl)(=O)C(C)(C)C.[Li+].[Cl-].[CH2:35]([C@@H:42]1[CH2:46][O:45][C:44](=[O:47])[NH:43]1)[C:36]1[CH:41]=[CH:40][CH:39]=[CH:38][CH:37]=1. The catalyst is C1COCC1.C(OCC)(=O)C. The product is [F:1][C:2]1[CH:17]=[CH:16][C:5]([CH2:6][O:7][CH2:8][CH2:9][CH2:10][CH2:11][CH2:12][C:13]([N:43]2[C@H:42]([CH2:35][C:36]3[CH:41]=[CH:40][CH:39]=[CH:38][CH:37]=3)[CH2:46][O:45][C:44]2=[O:47])=[O:15])=[CH:4][C:3]=1[CH3:18]. The yield is 0.520.